Dataset: Full USPTO retrosynthesis dataset with 1.9M reactions from patents (1976-2016). Task: Predict the reactants needed to synthesize the given product. Given the product [ClH:32].[CH3:1][C:2]1[S:3][C:4]([C:8]2[C:18]3[O:17][CH2:16][CH2:15][NH:14][CH2:13][C:12]=3[CH:11]=[CH:10][CH:9]=2)=[C:5]([CH3:7])[N:6]=1, predict the reactants needed to synthesize it. The reactants are: [CH3:1][C:2]1[S:3][C:4]([C:8]2[C:18]3[O:17][CH2:16][CH2:15][N:14](C(OC(C)(C)C)=O)[CH2:13][C:12]=3[CH:11]=[CH:10][CH:9]=2)=[C:5]([CH3:7])[N:6]=1.C(OCC)(=O)C.[ClH:32].